Dataset: Catalyst prediction with 721,799 reactions and 888 catalyst types from USPTO. Task: Predict which catalyst facilitates the given reaction. (1) Reactant: [F:1][C:2]1[CH:3]=[C:4]([CH:32]=[CH:33][C:34]=1[NH:35][C:36]([NH:38][C:39]1[CH:44]=[C:43]([CH3:45])[CH:42]=[CH:41][C:40]=1[F:46])=[O:37])[O:5][C:6]1[CH:11]=[CH:10][N:9]=[C:8]([C:12]2[NH:16][CH:15]=[C:14]([C:17]([N:19]3[CH2:24][CH2:23][N:22](C(OC(C)(C)C)=O)[CH2:21][CH2:20]3)=[O:18])[CH:13]=2)[CH:7]=1.C(O)(C(F)(F)F)=O. Product: [F:46][C:40]1[CH:41]=[CH:42][C:43]([CH3:45])=[CH:44][C:39]=1[NH:38][C:36]([NH:35][C:34]1[CH:33]=[CH:32][C:4]([O:5][C:6]2[CH:11]=[CH:10][N:9]=[C:8]([C:12]3[NH:16][CH:15]=[C:14]([C:17]([N:19]4[CH2:20][CH2:21][NH:22][CH2:23][CH2:24]4)=[O:18])[CH:13]=3)[CH:7]=2)=[CH:3][C:2]=1[F:1])=[O:37]. The catalyst class is: 2. (2) Reactant: Br[C:2]1[CH:30]=[CH:29][C:5]([CH2:6][N:7]2[CH2:12][CH2:11][CH:10]([CH2:13][O:14][C:15]3[C:24]([CH:25]4[CH2:27][CH2:26]4)=[CH:23][C:18]([C:19]([O:21][CH3:22])=[O:20])=[C:17]([F:28])[CH:16]=3)[CH2:9][CH2:8]2)=[C:4]([Cl:31])[CH:3]=1.[CH:32]1(B(O)[OH:36])[CH2:34][CH2:33]1.P([O-])([O-])([O-])=[O:39].[K+].[K+].[K+]. Product: [Cl:31][C:4]1[CH:3]=[C:2]([CH:32]2[CH2:34][CH2:33]2)[CH:30]=[CH:29][C:5]=1[CH2:6][N:7]1[CH2:12][CH2:11][CH:10]([CH2:13][O:14][C:15]2[C:24]([CH:25]3[CH2:27][CH2:26]3)=[CH:23][C:18]([C:19]([O:21][CH3:22])=[O:20])=[C:17]([F:28])[CH:16]=2)[CH2:9][CH2:8]1.[CH3:6][N+:7]([CH2:34][CH2:32][OH:39])([CH3:12])[CH3:8].[CH:24]1[CH:23]=[C:18]([C:19]([OH:21])=[O:20])[C:17]([O-:36])=[CH:16][CH:15]=1. The catalyst class is: 73. (3) The catalyst class is: 6. Reactant: [CH3:1][C:2]1[S:3][C:4]2[CH2:5][N:6](S(C3C=CC(C)=CC=3)(=O)=O)[CH2:7][C:8]([CH3:12])([CH3:11])[C:9]=2[N:10]=1.Br.C1(O)C=CC=CC=1. Product: [CH3:1][C:2]1[S:3][C:4]2[CH2:5][NH:6][CH2:7][C:8]([CH3:12])([CH3:11])[C:9]=2[N:10]=1. (4) Reactant: N#N.[C:3]([O:7][C:8](=[O:23])[NH:9][C:10]1[N:11]=[C:12]([CH2:15][CH2:16][CH2:17][CH2:18][C:19]([F:22])([F:21])[CH3:20])[O:13][CH:14]=1)([CH3:6])([CH3:5])[CH3:4].[H-].[Na+].[CH3:26][C:27]1[O:28][C:29]([C:35]2[CH:36]=[C:37]([CH3:41])[CH:38]=[CH:39][CH:40]=2)=[C:30]([C:32](Cl)=[O:33])[N:31]=1. Product: [C:3]([O:7][C:8](=[O:23])[N:9]([C:10]1[N:11]=[C:12]([CH2:15][CH2:16][CH2:17][CH2:18][C:19]([F:22])([F:21])[CH3:20])[O:13][CH:14]=1)[C:32]([C:30]1[N:31]=[C:27]([CH3:26])[O:28][C:29]=1[C:35]1[CH:36]=[C:37]([CH3:41])[CH:38]=[CH:39][CH:40]=1)=[O:33])([CH3:6])([CH3:4])[CH3:5]. The catalyst class is: 20. (5) Reactant: OC1C2N=NNC=2C=CC=1.Cl.CN(C)CCCN=C=NCC.[CH3:23][NH:24][C:25](=[S:28])[NH:26][NH2:27].[C:29]1([C:39](O)=O)[C:38]2[C:33](=[CH:34][CH:35]=[CH:36][CH:37]=2)[CH:32]=[CH:31][N:30]=1. Product: [C:29]1([C:39]2[N:24]([CH3:23])[C:25]([SH:28])=[N:26][N:27]=2)[C:38]2[C:33](=[CH:34][CH:35]=[CH:36][CH:37]=2)[CH:32]=[CH:31][N:30]=1. The catalyst class is: 289. (6) Reactant: [CH3:1][O:2][C:3]1[CH:4]=[C:5]([CH2:9][CH2:10][CH2:11][NH2:12])[CH:6]=[CH:7][CH:8]=1.[CH2:13]([O:15][C:16]([C:18]1[C:19]([CH3:26])=[N:20][C:21](Cl)=[N:22][C:23]=1[CH3:24])=[O:17])[CH3:14]. Product: [CH2:13]([O:15][C:16]([C:18]1[C:19]([CH3:26])=[N:20][C:21]([NH:12][CH2:11][CH2:10][CH2:9][C:5]2[CH:6]=[CH:7][CH:8]=[C:3]([O:2][CH3:1])[CH:4]=2)=[N:22][C:23]=1[CH3:24])=[O:17])[CH3:14]. The catalyst class is: 14. (7) Reactant: [OH:1][C:2]1[C:9]([O:10][CH3:11])=[CH:8][CH:7]=[CH:6][C:3]=1[CH:4]=[O:5].Br[CH2:13][CH2:14][CH3:15].C([O-])([O-])=O.[K+].[K+]. Product: [CH3:11][O:10][C:9]1[C:2]([O:1][CH2:13][CH2:14][CH3:15])=[C:3]([CH:6]=[CH:7][CH:8]=1)[CH:4]=[O:5]. The catalyst class is: 23. (8) Reactant: FC(F)(F)C(O)=O.[Cl:8][C:9]1[CH:10]=[CH:11][C:12]([O:36][CH:37]([F:39])[F:38])=[C:13]([C:15]2[C:19]([NH:20][C:21]([C:23]3[CH:24]=[N:25][N:26]4[CH:31]=[CH:30][CH:29]=[N:28][C:27]=34)=[O:22])=[CH:18][N:17]([CH2:32][C:33](O)=[O:34])[N:16]=2)[CH:14]=1.Cl.[CH3:41][N:42]([CH:49]1[CH2:54][CH2:53][NH:52][CH2:51][CH2:50]1)[CH2:43][CH2:44][C:45]([O:47][CH3:48])=[O:46].CCN(C(C)C)C(C)C.CN(C(ON1N=NC2C=CC=NC1=2)=[N+](C)C)C.F[P-](F)(F)(F)(F)F. Product: [Cl:8][C:9]1[CH:10]=[CH:11][C:12]([O:36][CH:37]([F:39])[F:38])=[C:13]([C:15]2[C:19]([NH:20][C:21]([C:23]3[CH:24]=[N:25][N:26]4[CH:31]=[CH:30][CH:29]=[N:28][C:27]=34)=[O:22])=[CH:18][N:17]([CH2:32][C:33]([N:52]3[CH2:51][CH2:50][CH:49]([N:42]([CH3:41])[CH2:43][CH2:44][C:45]([O:47][CH3:48])=[O:46])[CH2:54][CH2:53]3)=[O:34])[N:16]=2)[CH:14]=1. The catalyst class is: 3. (9) Product: [Cl:1][C:2]1[CH:3]=[CH:4][C:5]([S:9][CH2:10][C:11]2[CH:16]=[CH:15][CH:14]=[CH:13][C:12]=2[N+:17]([O-:19])=[O:18])=[C:6]([NH:7][S:29]([C:21]2[O:20][C:24]3[CH:25]=[CH:26][CH:27]=[CH:28][C:23]=3[CH:22]=2)(=[O:30])=[O:31])[CH:8]=1. The catalyst class is: 17. Reactant: [Cl:1][C:2]1[CH:3]=[CH:4][C:5]([S:9][CH2:10][C:11]2[CH:16]=[CH:15][CH:14]=[CH:13][C:12]=2[N+:17]([O-:19])=[O:18])=[C:6]([CH:8]=1)[NH2:7].[O:20]1[C:24]2[CH:25]=[CH:26][CH:27]=[CH:28][C:23]=2[CH:22]=[C:21]1[S:29](Cl)(=[O:31])=[O:30]. (10) Reactant: [C:1]([O:4][CH2:5][C:6]1[C:11]([F:12])=[CH:10][C:9]([NH:13]C(OC(C)(C)C)=O)=[CH:8][C:7]=1[Cl:21])(=[O:3])[CH3:2].C[Si](I)(C)C. Product: [C:1]([O:4][CH2:5][C:6]1[C:11]([F:12])=[CH:10][C:9]([NH2:13])=[CH:8][C:7]=1[Cl:21])(=[O:3])[CH3:2]. The catalyst class is: 23.